From a dataset of Catalyst prediction with 721,799 reactions and 888 catalyst types from USPTO. Predict which catalyst facilitates the given reaction. (1) Reactant: Cl[C:2]1[CH:7]=[CH:6][C:5]([O:8][C:9]2[CH:14]=[CH:13][C:12]([F:15])=[CH:11][CH:10]=2)=[CH:4][N:3]=1.[F:16][C:17]1[CH:18]=[C:19]([CH:21]=[CH:22][C:23]=1[N:24]1[CH2:29][CH2:28][O:27][CH2:26][CH2:25]1)[NH2:20].C1(P(C2C=CC=CC=2)C2C3OC4C(=CC=CC=4P(C4C=CC=CC=4)C4C=CC=CC=4)C(C)(C)C=3C=CC=2)C=CC=CC=1.C(=O)([O-])[O-].[Cs+].[Cs+]. Product: [F:16][C:17]1[CH:18]=[C:19]([NH:20][C:2]2[CH:7]=[CH:6][C:5]([O:8][C:9]3[CH:14]=[CH:13][C:12]([F:15])=[CH:11][CH:10]=3)=[CH:4][N:3]=2)[CH:21]=[CH:22][C:23]=1[N:24]1[CH2:25][CH2:26][O:27][CH2:28][CH2:29]1. The catalyst class is: 155. (2) Reactant: [NH2:1][C:2]1[N:6]2[N:7]=[C:8]([C:11]3[CH:16]=[CH:15][CH:14]=[CH:13][CH:12]=3)[CH:9]=[CH:10][C:5]2=[N:4][CH:3]=1.[C:17](Cl)(=[O:24])[C:18]1[CH:23]=[CH:22][CH:21]=[CH:20][CH:19]=1. Product: [C:11]1([C:8]2[CH:9]=[CH:10][C:5]3[N:6]([C:2]([NH:1][C:17](=[O:24])[C:18]4[CH:23]=[CH:22][CH:21]=[CH:20][CH:19]=4)=[CH:3][N:4]=3)[N:7]=2)[CH:16]=[CH:15][CH:14]=[CH:13][CH:12]=1. The catalyst class is: 17. (3) Reactant: [NH2:1][C:2]1[N:7]=[CH:6][N:5]=[C:4]2[N:8]([CH:28]3[CH2:33][CH2:32][N:31]([C:34]([O:36][C:37]([CH3:40])([CH3:39])[CH3:38])=[O:35])[CH2:30][CH2:29]3)[N:9]=[C:10]([C:11]3[CH:16]=[CH:15][C:14]([NH:17]C(OCC4C=CC=CC=4)=O)=[CH:13][CH:12]=3)[C:3]=12. Product: [NH2:1][C:2]1[N:7]=[CH:6][N:5]=[C:4]2[N:8]([CH:28]3[CH2:33][CH2:32][N:31]([C:34]([O:36][C:37]([CH3:40])([CH3:39])[CH3:38])=[O:35])[CH2:30][CH2:29]3)[N:9]=[C:10]([C:11]3[CH:16]=[CH:15][C:14]([NH2:17])=[CH:13][CH:12]=3)[C:3]=12. The catalyst class is: 7. (4) Reactant: FC(F)(F)C(O)=O.[N:8]1([C:14]2[N:19]3[N:20]=[C:21]([C:23]4[CH:28]=[CH:27][CH:26]=[CH:25][CH:24]=4)[CH:22]=[C:18]3[N:17]=[C:16]([NH:29][NH2:30])[CH:15]=2)[CH2:13][CH2:12][O:11][CH2:10][CH2:9]1.[C:31]([C:34]1[CH:35]=[C:36]([CH:39]=[CH:40][CH:41]=1)[CH:37]=O)([OH:33])=[O:32]. Product: [C:31]([C:34]1[CH:35]=[C:36]([CH:39]=[CH:40][CH:41]=1)[CH:37]=[N:30][NH:29][C:16]1[CH:15]=[C:14]([N:8]2[CH2:13][CH2:12][O:11][CH2:10][CH2:9]2)[N:19]2[N:20]=[C:21]([C:23]3[CH:28]=[CH:27][CH:26]=[CH:25][CH:24]=3)[CH:22]=[C:18]2[N:17]=1)([OH:33])=[O:32]. The catalyst class is: 8. (5) Reactant: [CH3:1][CH:2]1[CH2:6][CH2:5][CH:4]([CH3:7])[NH:3]1.Cl[CH2:9][C:10]1[N:14]([C:15]2[CH:22]=[CH:21][C:18]([C:19]#[N:20])=[CH:17][CH:16]=2)[N:13]=[N:12][N:11]=1. Product: [CH3:1][C@H:2]1[CH2:6][CH2:5][C@@H:4]([CH3:7])[N:3]1[CH2:9][C:10]1[N:14]([C:15]2[CH:22]=[CH:21][C:18]([C:19]#[N:20])=[CH:17][CH:16]=2)[N:13]=[N:12][N:11]=1. The catalyst class is: 10. (6) Reactant: F[C:2]1[CH:9]=[CH:8][C:5]([C:6]#[N:7])=[CH:4][C:3]=1[CH3:10].[NH:11]1[CH2:16][CH2:15][NH:14][CH2:13][CH2:12]1.O. Product: [CH3:10][C:3]1[CH:4]=[C:5]([CH:8]=[CH:9][C:2]=1[N:11]1[CH2:16][CH2:15][NH:14][CH2:13][CH2:12]1)[C:6]#[N:7]. The catalyst class is: 16. (7) Reactant: ClC1C=C(Cl)C=CC=1C(Cl)=O.[Cl:12][C:13]1[CH:14]=[C:15]([CH:17]=[CH:18][C:19]=1[O:20][C:21]1[C:30]2[C:25](=[CH:26][C:27]([O:33][CH3:34])=[C:28]([O:31][CH3:32])[CH:29]=2)[N:24]=[CH:23][CH:22]=1)[NH2:16].[Cl:35][C:36]1[CH:41]=[C:40]([Cl:42])[CH:39]=[CH:38][C:37]=1[C:43]([N:45]=[C:46]=[S:47])=[O:44]. Product: [Cl:35][C:36]1[CH:41]=[C:40]([Cl:42])[CH:39]=[CH:38][C:37]=1[C:43]([N:45]=[C:46]=[S:47])=[O:44].[Cl:12][C:13]1[CH:14]=[C:15]([NH:16][C:46]([NH:45][C:43](=[O:44])[C:37]2[CH:38]=[CH:39][C:40]([Cl:42])=[CH:41][C:36]=2[Cl:35])=[S:47])[CH:17]=[CH:18][C:19]=1[O:20][C:21]1[C:30]2[C:25](=[CH:26][C:27]([O:33][CH3:34])=[C:28]([O:31][CH3:32])[CH:29]=2)[N:24]=[CH:23][CH:22]=1. The catalyst class is: 234. (8) Reactant: [Br:1][C:2]1[N:3]=[C:4]([C:18]([F:21])([F:20])[F:19])[N:5]2[CH2:10][CH2:9][N:8](C(OC(C)(C)C)=O)[CH2:7][C:6]=12.[ClH:22]. Product: [ClH:22].[Br:1][C:2]1[N:3]=[C:4]([C:18]([F:20])([F:19])[F:21])[N:5]2[CH2:10][CH2:9][NH:8][CH2:7][C:6]=12. The catalyst class is: 12. (9) Reactant: [CH2:1]([O:3][C:4](=[O:9])[C:5](Br)([F:7])[F:6])[CH3:2].I[C:11]1[CH:16]=[CH:15][CH:14]=[CH:13][C:12]=1[S:17]([CH3:20])(=[O:19])=[O:18].CCOC(C)=O. Product: [CH2:1]([O:3][C:4](=[O:9])[C:5]([F:7])([F:6])[C:11]1[CH:16]=[CH:15][CH:14]=[CH:13][C:12]=1[S:17]([CH3:20])(=[O:19])=[O:18])[CH3:2]. The catalyst class is: 16.